This data is from TCR-epitope binding with 47,182 pairs between 192 epitopes and 23,139 TCRs. The task is: Binary Classification. Given a T-cell receptor sequence (or CDR3 region) and an epitope sequence, predict whether binding occurs between them. (1) The epitope is SEPVLKGVKL. The TCR CDR3 sequence is CASSQETAPEWTGELFF. Result: 1 (the TCR binds to the epitope). (2) The epitope is KPLEFGATSAAL. The TCR CDR3 sequence is CASSPSGGSDFHEQYF. Result: 1 (the TCR binds to the epitope).